This data is from Peptide-MHC class II binding affinity with 134,281 pairs from IEDB. The task is: Regression. Given a peptide amino acid sequence and an MHC pseudo amino acid sequence, predict their binding affinity value. This is MHC class II binding data. (1) The peptide sequence is LVAGPAGSYAADLGY. The MHC is HLA-DQA10104-DQB10503 with pseudo-sequence HLA-DQA10104-DQB10503. The binding affinity (normalized) is 0.0719. (2) The peptide sequence is EFVTLAAKFIIEEDS. The MHC is HLA-DQA10301-DQB10302 with pseudo-sequence HLA-DQA10301-DQB10302. The binding affinity (normalized) is 0.191.